This data is from Buchwald-Hartwig C-N cross coupling reaction yields with 55,370 reactions. The task is: Predict the reaction yield, written as a fraction of the theoretical maximum amount of product (1.0 means a 100% yield; for example, 0.34 means a 34% yield). (1) The reactants are Ic1ccccn1.Cc1ccc(N)cc1.O=S(=O)(O[Pd]1c2ccccc2-c2ccccc2N~1)C(F)(F)F.CC(C)c1cc(C(C)C)c(-c2ccccc2P(C2CCCCC2)C2CCCCC2)c(C(C)C)c1.CCN=P(N=P(N(C)C)(N(C)C)N(C)C)(N(C)C)N(C)C.Cc1cc(-c2ccccc2)on1. No catalyst specified. The product is Cc1ccc(Nc2ccccn2)cc1. The yield is 0.220. (2) The reactants are Clc1ccccn1.Cc1ccc(N)cc1.O=S(=O)(O[Pd]1c2ccccc2-c2ccccc2N~1)C(F)(F)F.CC(C)c1cc(C(C)C)c(-c2ccccc2P(C(C)(C)C)C(C)(C)C)c(C(C)C)c1.CN1CCCN2CCCN=C12.c1ccc(CN(Cc2ccccc2)c2ccon2)cc1. No catalyst specified. The product is Cc1ccc(Nc2ccccn2)cc1. The yield is 0.848.